From a dataset of Full USPTO retrosynthesis dataset with 1.9M reactions from patents (1976-2016). Predict the reactants needed to synthesize the given product. Given the product [F:30][C:31]([F:37])([F:36])[S:32]([N:3]1[CH2:8][CH2:7][CH2:6][CH:5]([NH:9][C:10]([NH:12][C:13]2[N:14]=[C:15]3[CH:21]=[CH:20][N:19]([CH2:22][O:23][CH2:24][CH2:25][Si:26]([CH3:29])([CH3:28])[CH3:27])[C:16]3=[N:17][CH:18]=2)=[O:11])[CH2:4]1)(=[O:34])=[O:33], predict the reactants needed to synthesize it. The reactants are: Cl.Cl.[NH:3]1[CH2:8][CH2:7][CH2:6][CH:5]([NH:9][C:10]([NH:12][C:13]2[N:14]=[C:15]3[CH:21]=[CH:20][N:19]([CH2:22][O:23][CH2:24][CH2:25][Si:26]([CH3:29])([CH3:28])[CH3:27])[C:16]3=[N:17][CH:18]=2)=[O:11])[CH2:4]1.[F:30][C:31]([F:37])([F:36])[S:32](Cl)(=[O:34])=[O:33].